Predict the reaction yield, written as a fraction of the theoretical maximum amount of product (1.0 means a 100% yield; for example, 0.34 means a 34% yield). From a dataset of Reaction yield outcomes from USPTO patents with 853,638 reactions. (1) The reactants are [Cl:1][C:2]1[N:7]=[CH:6][C:5]([CH2:8][NH2:9])=[CH:4][CH:3]=1.ClC(Cl)(O[C:14](=[O:20])OC(Cl)(Cl)Cl)Cl.[N-:22]=[C:23]=O.[CH3:25][OH:26]. The catalyst is CCOC(C)=O.CN(C=O)C. The product is [Cl:1][C:2]1[N:7]=[CH:6][C:5]([CH2:8][NH:9][C:25]([NH:7][C:2]2[C:23]3[NH:22][C:14](=[O:20])[NH:9][C:8]=3[CH:5]=[CH:4][CH:3]=2)=[O:26])=[CH:4][CH:3]=1. The yield is 0.210. (2) The reactants are [CH3:1][C:2]1[CH:3]=[C:4]([CH:7]=[CH:8][C:9]=1[OH:10])[CH:5]=[O:6].[CH2:11]([OH:14])[CH2:12][OH:13].C1(C)C=CC(S(O)(=O)=[O:22])=CC=1.[C:26]1([CH3:32])C=CC=CC=1. No catalyst specified. The product is [OH:22][CH2:26][CH2:32][O:6][C:5]1([C:4]2[CH:7]=[CH:8][C:9]([OH:10])=[C:2]([CH3:1])[CH:3]=2)[O:14][CH2:11][CH2:12][O:13]1. The yield is 0.240. (3) The reactants are [F:1][CH2:2][CH:3]([OH:40])[CH2:4][O:5][C@H:6]1[CH2:11][CH2:10][C@H:9]([N:12]2[C:17](=[O:18])[C:16]([CH2:19][C:20]3[CH:25]=[CH:24][C:23]([C:26]4[C:27]([C:32]#[N:33])=[CH:28][CH:29]=[CH:30][CH:31]=4)=[CH:22][CH:21]=3)=[C:15]([CH2:34][CH2:35][CH3:36])[N:14]3[N:37]=[CH:38][N:39]=[C:13]23)[CH2:8][CH2:7]1.[CH3:41]C(OI1(OC(C)=O)(OC(C)=O)OC(=O)C2C=CC=CC1=2)=O.C(=O)([O-])O.[Na+].S([O-])([O-])(=O)=S.[Na+].[Na+]. The catalyst is C(#N)C. The product is [F:1][CH2:2][C:3]1([CH2:4][O:5][C@H:6]2[CH2:11][CH2:10][C@H:9]([N:12]3[C:17](=[O:18])[C:16]([CH2:19][C:20]4[CH:25]=[CH:24][C:23]([C:26]5[C:27]([C:32]#[N:33])=[CH:28][CH:29]=[CH:30][CH:31]=5)=[CH:22][CH:21]=4)=[C:15]([CH2:34][CH2:35][CH3:36])[N:14]4[N:37]=[CH:38][N:39]=[C:13]34)[CH2:8][CH2:7]2)[CH2:41][O:40]1. The yield is 0.520. (4) The reactants are [Br:1][C:2]1[C:3]([C:16]([F:19])([F:18])[F:17])=[CH:4][C:5]([N+:13]([O-])=O)=[C:6]([N:8]2[CH:12]=[CH:11][N:10]=[CH:9]2)[CH:7]=1.O.O.Cl[Sn]Cl. The catalyst is C(O)C. The product is [Br:1][C:2]1[C:3]([C:16]([F:19])([F:18])[F:17])=[CH:4][C:5]([NH2:13])=[C:6]([N:8]2[CH:12]=[CH:11][N:10]=[CH:9]2)[CH:7]=1. The yield is 0.900. (5) The reactants are [C:1]([C:5]1[CH:6]=[C:7]2[C:12](=[C:13]([F:15])[CH:14]=1)[C:11](=[O:16])[N:10]([C:17]1[CH:24]=[C:23]([F:25])[CH:22]=[C:21]([C:26]3[CH:31]=[C:30]([NH:32][C:33]4[CH:38]=[CH:37][C:36]([N:39]5[CH2:44][C@@H:43]([CH3:45])[N:42]([CH:46]6[CH2:49][O:48][CH2:47]6)[CH2:41][C@@H:40]5[CH3:50])=[CH:35][N:34]=4)[C:29](=[O:51])[N:28]([CH3:52])[CH:27]=3)[C:18]=1[CH:19]=[O:20])[N:9]=[CH:8]2)([CH3:4])([CH3:3])[CH3:2].[BH4-].[Na+]. The catalyst is CO. The product is [C:1]([C:5]1[CH:6]=[C:7]2[C:12](=[C:13]([F:15])[CH:14]=1)[C:11](=[O:16])[N:10]([C:17]1[CH:24]=[C:23]([F:25])[CH:22]=[C:21]([C:26]3[CH:31]=[C:30]([NH:32][C:33]4[CH:38]=[CH:37][C:36]([N:39]5[CH2:44][C@@H:43]([CH3:45])[N:42]([CH:46]6[CH2:49][O:48][CH2:47]6)[CH2:41][C@@H:40]5[CH3:50])=[CH:35][N:34]=4)[C:29](=[O:51])[N:28]([CH3:52])[CH:27]=3)[C:18]=1[CH2:19][OH:20])[N:9]=[CH:8]2)([CH3:3])([CH3:4])[CH3:2]. The yield is 0.220. (6) The reactants are [OH:1][C:2]1[C:3]([CH:11]2[C:19]3[C:14](=[CH:15][CH:16]=[CH:17][CH:18]=3)[N:13]([CH2:20][C:21]3[CH:30]=[CH:29][CH:28]=[CH:27][C:22]=3[C:23]([O:25][CH3:26])=[O:24])[C:12]2=[O:31])=[CH:4][C:5]2[O:9][CH2:8][O:7][C:6]=2[CH:10]=1.[CH2:32]=[O:33].C([N-]C(C)C)(C)C.[Li+]. The catalyst is C1COCC1. The product is [OH:1][C:2]1[C:3]([C:11]2([CH2:32][OH:33])[C:19]3[C:14](=[CH:15][CH:16]=[CH:17][CH:18]=3)[N:13]([CH2:20][C:21]3[CH:30]=[CH:29][CH:28]=[CH:27][C:22]=3[C:23]([O:25][CH3:26])=[O:24])[C:12]2=[O:31])=[CH:4][C:5]2[O:9][CH2:8][O:7][C:6]=2[CH:10]=1. The yield is 0.750. (7) The catalyst is CN(C=O)C. The reactants are [N:1]1[C:10]2[C:5](=[CH:6][CH:7]=[CH:8][C:9]=2[O:11][CH2:12][C:13]([OH:15])=O)[CH:4]=[CH:3][CH:2]=1.CCN(C(C)C)C(C)C.[NH2:25][CH2:26][CH:27]([OH:39])[CH2:28][N:29]1[CH2:38][CH2:37][C:36]2[C:31](=[CH:32][CH:33]=[CH:34][CH:35]=2)[CH2:30]1.C1N(P(Cl)(N2C(=O)OCC2)=O)C(=O)OC1. The yield is 0.0400. The product is [CH2:30]1[C:31]2[C:36](=[CH:35][CH:34]=[CH:33][CH:32]=2)[CH2:37][CH2:38][N:29]1[CH2:28][CH:27]([OH:39])[CH2:26][NH:25][C:13](=[O:15])[CH2:12][O:11][C:9]1[CH:8]=[CH:7][CH:6]=[C:5]2[C:10]=1[N:1]=[CH:2][CH:3]=[CH:4]2. (8) The reactants are [NH3:1].[O:2]1[C:6]2([CH2:11][CH2:10][C:9](=O)[CH2:8][CH2:7]2)[O:5][CH2:4][CH2:3]1.[BH4-].[Na+]. The catalyst is CO.O. The product is [O:2]1[C:6]2([CH2:11][CH2:10][CH:9]([NH2:1])[CH2:8][CH2:7]2)[O:5][CH2:4][CH2:3]1. The yield is 0.640.